From a dataset of NCI-60 drug combinations with 297,098 pairs across 59 cell lines. Regression. Given two drug SMILES strings and cell line genomic features, predict the synergy score measuring deviation from expected non-interaction effect. (1) Drug 1: CCC1=CC2CC(C3=C(CN(C2)C1)C4=CC=CC=C4N3)(C5=C(C=C6C(=C5)C78CCN9C7C(C=CC9)(C(C(C8N6C)(C(=O)OC)O)OC(=O)C)CC)OC)C(=O)OC.C(C(C(=O)O)O)(C(=O)O)O. Drug 2: CCCCCOC(=O)NC1=NC(=O)N(C=C1F)C2C(C(C(O2)C)O)O. Cell line: SF-295. Synergy scores: CSS=34.9, Synergy_ZIP=-1.17, Synergy_Bliss=-3.26, Synergy_Loewe=-70.2, Synergy_HSA=-2.46. (2) Drug 1: C1=CC(=CC=C1CCC2=CNC3=C2C(=O)NC(=N3)N)C(=O)NC(CCC(=O)O)C(=O)O. Drug 2: C#CCC(CC1=CN=C2C(=N1)C(=NC(=N2)N)N)C3=CC=C(C=C3)C(=O)NC(CCC(=O)O)C(=O)O. Cell line: SNB-19. Synergy scores: CSS=42.5, Synergy_ZIP=7.21, Synergy_Bliss=6.89, Synergy_Loewe=6.78, Synergy_HSA=6.81. (3) Drug 1: C1=CC(=CC=C1CC(C(=O)O)N)N(CCCl)CCCl.Cl. Drug 2: CC1=C(N=C(N=C1N)C(CC(=O)N)NCC(C(=O)N)N)C(=O)NC(C(C2=CN=CN2)OC3C(C(C(C(O3)CO)O)O)OC4C(C(C(C(O4)CO)O)OC(=O)N)O)C(=O)NC(C)C(C(C)C(=O)NC(C(C)O)C(=O)NCCC5=NC(=CS5)C6=NC(=CS6)C(=O)NCCC[S+](C)C)O. Cell line: SF-295. Synergy scores: CSS=30.4, Synergy_ZIP=-7.14, Synergy_Bliss=0.339, Synergy_Loewe=-31.0, Synergy_HSA=2.56.